Dataset: Full USPTO retrosynthesis dataset with 1.9M reactions from patents (1976-2016). Task: Predict the reactants needed to synthesize the given product. (1) Given the product [CH:1]1([C:5]2[C:7]3[CH2:8][N:9]([C:14]([O:16][C:17]([CH3:20])([CH3:19])[CH3:18])=[O:15])[CH2:10][CH2:11][C:12]=3[NH:22][N:21]=2)[CH2:4][CH2:3][CH2:2]1, predict the reactants needed to synthesize it. The reactants are: [CH:1]1([C:5]([CH:7]2[C:12](=O)[CH2:11][CH2:10][N:9]([C:14]([O:16][C:17]([CH3:20])([CH3:19])[CH3:18])=[O:15])[CH2:8]2)=O)[CH2:4][CH2:3][CH2:2]1.[NH2:21][NH2:22].O. (2) Given the product [F:27][C:28]1[CH:29]=[CH:30][C:31]([C:2]2[O:10][C:9]3[CH:8]=[CH:7][N:6]([C:11]4[CH:23]=[CH:22][C:14]([O:15][CH2:16][C:17]5([C:20]#[N:21])[CH2:18][CH2:19]5)=[C:13]([O:24][CH3:25])[CH:12]=4)[C:5](=[O:26])[C:4]=3[CH:3]=2)=[N:32][CH:33]=1, predict the reactants needed to synthesize it. The reactants are: Br[C:2]1[O:10][C:9]2[CH:8]=[CH:7][N:6]([C:11]3[CH:23]=[CH:22][C:14]([O:15][CH2:16][C:17]4([C:20]#[N:21])[CH2:19][CH2:18]4)=[C:13]([O:24][CH3:25])[CH:12]=3)[C:5](=[O:26])[C:4]=2[CH:3]=1.[F:27][C:28]1[CH:29]=[CH:30][C:31]([B-]23OCC(C)(CO2)CO3)=[N:32][CH:33]=1.[Li+].